This data is from Full USPTO retrosynthesis dataset with 1.9M reactions from patents (1976-2016). The task is: Predict the reactants needed to synthesize the given product. (1) Given the product [C:1]([O:5][C:6](=[O:20])[C:7]([CH3:8])([S:9][C:10]1[CH:11]=[CH:12][C:13]([C:14]([O:16][CH2:22][C:23]2[NH:27][C:26](=[O:28])[N:25]([CH2:29][C:30]3[CH:35]=[CH:34][C:33]([CH3:36])=[CH:32][CH:31]=3)[N:24]=2)=[O:15])=[CH:17][CH:18]=1)[CH3:19])([CH3:2])([CH3:3])[CH3:4], predict the reactants needed to synthesize it. The reactants are: [C:1]([O:5][C:6](=[O:20])[C:7]([CH3:19])([S:9][C:10]1[CH:18]=[CH:17][C:13]([C:14]([OH:16])=[O:15])=[CH:12][CH:11]=1)[CH3:8])([CH3:4])([CH3:3])[CH3:2].O[CH2:22][C:23]1[NH:27][C:26](=[O:28])[N:25]([CH2:29][C:30]2[CH:35]=[CH:34][C:33]([CH3:36])=[CH:32][CH:31]=2)[N:24]=1.Cl.CN(C)CCCN=C=NCC. (2) Given the product [OH:8][N:9]1[C:14]2[N:15]=[CH:16][N:17]=[C:18]([CH3:19])[C:13]=2[C:12]([NH:20][CH2:21][C:22]2[CH:27]=[CH:26][CH:25]=[C:24]([O:28][CH3:29])[CH:23]=2)=[CH:11][C:10]1=[O:30], predict the reactants needed to synthesize it. The reactants are: C([O:8][N:9]1[C:14]2[N:15]=[CH:16][N:17]=[C:18]([CH3:19])[C:13]=2[C:12]([NH:20][CH2:21][C:22]2[CH:27]=[CH:26][CH:25]=[C:24]([O:28][CH3:29])[CH:23]=2)=[CH:11][C:10]1=[O:30])C1C=CC=CC=1.[H][H]. (3) Given the product [Br:19][C:14]1[CH:13]=[C:12]([N:11]2[C:10](=[O:20])[O:9][N:8]=[C:7]2[C:3]2[C:2]([NH:1][CH2:23][CH2:24][NH:25][S:26]([NH2:29])(=[O:28])=[O:27])=[N:6][O:5][N:4]=2)[CH:17]=[CH:16][C:15]=1[F:18], predict the reactants needed to synthesize it. The reactants are: [NH2:1][C:2]1[C:3]([C:7]2[N:11]([C:12]3[CH:17]=[CH:16][C:15]([F:18])=[C:14]([Br:19])[CH:13]=3)[C:10](=[O:20])[O:9][N:8]=2)=[N:4][O:5][N:6]=1.CO[CH:23](OC)[CH2:24][NH:25][S:26]([NH:29]C(=O)OCC)(=[O:28])=[O:27].ClCCCl.FC(F)(F)C(O)=O.C([SiH](CC)CC)C. (4) Given the product [C:1]([O:5][C:6]([NH:8][NH:9][C:10]1[CH:11]=[CH:12][C:13]([C:14]([NH:53][CH2:54][CH2:55][NH:56][C:57]([O:58][CH2:59][C:60]2[CH:65]=[CH:64][CH:63]=[CH:62][CH:61]=2)=[O:66])=[O:16])=[CH:17][CH:18]=1)=[O:7])([CH3:2])([CH3:3])[CH3:4], predict the reactants needed to synthesize it. The reactants are: [C:1]([O:5][C:6]([NH:8][NH:9][C:10]1[CH:18]=[CH:17][C:13]([C:14]([OH:16])=O)=[CH:12][CH:11]=1)=[O:7])([CH3:4])([CH3:3])[CH3:2].C(N(C(C)C)CC)(C)C.C1CN([P+](Br)(N2CCCC2)N2CCCC2)CC1.F[P-](F)(F)(F)(F)F.Cl.[NH2:53][CH2:54][CH2:55][NH:56][C:57](=[O:66])[O:58][CH2:59][C:60]1[CH:65]=[CH:64][CH:63]=[CH:62][CH:61]=1. (5) Given the product [N+:27]([C:3]1[CH:4]=[C:5]([NH:8][C:9]([C:11]2[C:12]([C:17]3[CH:18]=[CH:19][C:20]([C:23]([F:24])([F:25])[F:26])=[CH:21][CH:22]=3)=[CH:13][CH:14]=[CH:15][CH:16]=2)=[O:10])[CH:6]=[CH:7][C:2]=1[NH:44][CH2:43][C:38]1[CH:39]=[CH:40][CH:41]=[CH:42][N:37]=1)([O-:29])=[O:28], predict the reactants needed to synthesize it. The reactants are: F[C:2]1[CH:7]=[CH:6][C:5]([NH:8][C:9]([C:11]2[C:12]([C:17]3[CH:22]=[CH:21][C:20]([C:23]([F:26])([F:25])[F:24])=[CH:19][CH:18]=3)=[CH:13][CH:14]=[CH:15][CH:16]=2)=[O:10])=[CH:4][C:3]=1[N+:27]([O-:29])=[O:28].C(N(CC)CC)C.[N:37]1[CH:42]=[CH:41][CH:40]=[CH:39][C:38]=1[CH2:43][NH2:44].O. (6) Given the product [CH3:12][C:2]1[N:14]([CH2:15][C:16]([O:18][CH2:19][CH3:20])=[O:17])[C:5]2[CH2:6][CH2:7][CH2:8][CH2:9][CH2:10][C:4]=2[CH:3]=1, predict the reactants needed to synthesize it. The reactants are: O=[C:2]([CH3:12])[CH2:3][CH:4]1[CH2:10][CH2:9][CH2:8][CH2:7][CH2:6][C:5]1=O.Cl.[NH2:14][CH2:15][C:16]([O:18][CH2:19][CH3:20])=[O:17].C(=O)(O)[O-].[Na+]. (7) Given the product [CH:39]1([NH:40][C:16]([C:13]2[CH:14]=[C:15]3[C:10](=[CH:11][C:12]=2[O:19][CH3:20])[N:9]=[CH:8][CH:7]=[C:6]3[O:5][C:4]2[CH:21]=[CH:22][C:23]([NH:24][C:25]([NH:27][CH:28]3[CH2:29][CH2:30]3)=[O:26])=[C:2]([Cl:1])[CH:3]=2)=[O:18])[CH2:37][CH2:38]1, predict the reactants needed to synthesize it. The reactants are: [Cl:1][C:2]1[CH:3]=[C:4]([CH:21]=[CH:22][C:23]=1[NH:24][C:25]([NH:27][CH:28]1[CH2:30][CH2:29]1)=[O:26])[O:5][C:6]1[C:15]2[C:10](=[CH:11][C:12]([O:19][CH3:20])=[C:13]([C:16]([OH:18])=O)[CH:14]=2)[N:9]=[CH:8][CH:7]=1.Cl.C(N=C=N[CH2:37][CH2:38][CH2:39][N:40](C)C)C.C(N(CC)CC)C.C1(N)CC1.